This data is from Cav3 T-type calcium channel HTS with 100,875 compounds. The task is: Binary Classification. Given a drug SMILES string, predict its activity (active/inactive) in a high-throughput screening assay against a specified biological target. (1) The molecule is S(=O)(=O)(Nc1c(cccc1)C)c1cc(ccc1)c1oc(nn1)c1ccccc1. The result is 0 (inactive). (2) The molecule is ClC1(Cl)C(C1)(C)C(=O)NCCCCCCCCCNC(=O)C1(C(Cl)(Cl)C1)C. The result is 0 (inactive). (3) The compound is O(CCCNC(=O)C(NC(=O)c1occc1)Cc1ccccc1)CC. The result is 0 (inactive). (4) The drug is Brc1cc2n(c(CN3CCOCC3)c(c2c(CN(C)C)c1O)C(OCC)=O)c1ccccc1. The result is 0 (inactive). (5) The compound is Fc1ccc(Cn2c(=O)[nH]c(N3CCN(CC3)C)cc2=O)cc1. The result is 0 (inactive). (6) The molecule is s1c(C(=O)NCCCc2ccccc2)ccc1. The result is 0 (inactive). (7) The compound is O=C1C2(CN3CC1(CN(C2)C3)CC(OCC)=O)CC(OCC)=O. The result is 0 (inactive). (8) The compound is O=C1Nc2n(c(=O)n(c(=O)c2C1CC(=O)Nc1ccc(cc1)CC)C)C. The result is 0 (inactive). (9) The drug is O(CC(=O)c1ccc([N+]([O-])=O)cc1)C(=O)c1c(NC(=O)c2ccccc2)cccc1. The result is 0 (inactive).